This data is from Reaction yield outcomes from USPTO patents with 853,638 reactions. The task is: Predict the reaction yield, written as a fraction of the theoretical maximum amount of product (1.0 means a 100% yield; for example, 0.34 means a 34% yield). (1) The reactants are [CH3:1][C@@H:2]([NH:24]C(=O)OC(C)(C)C)[CH2:3][C:4]1[C:12]2[C:7](=[C:8]([O:13][C@@H:14]([CH3:23])[C:15]([N:17]3[CH2:22][CH2:21][O:20][CH2:19][CH2:18]3)=[O:16])[CH:9]=[CH:10][CH:11]=2)[NH:6][CH:5]=1.C(O)(=O)C(O)=O. The catalyst is C(#N)C. The product is [CH3:1][C@@H:2]([NH2:24])[CH2:3][C:4]1[C:12]2[C:7](=[C:8]([O:13][C@@H:14]([CH3:23])[C:15]([N:17]3[CH2:22][CH2:21][O:20][CH2:19][CH2:18]3)=[O:16])[CH:9]=[CH:10][CH:11]=2)[NH:6][CH:5]=1. The yield is 0.790. (2) The reactants are [CH3:1][C:2]([C:13]1[CH:18]=[CH:17][C:16]([N+:19]([O-])=O)=[CH:15][CH:14]=1)([CH3:12])[CH2:3][NH:4][C:5](=[O:11])[O:6][C:7]([CH3:10])([CH3:9])[CH3:8].C([O-])=O.[NH4+]. The catalyst is CCO.[Pd]. The product is [CH3:12][C:2]([C:13]1[CH:18]=[CH:17][C:16]([NH2:19])=[CH:15][CH:14]=1)([CH3:1])[CH2:3][NH:4][C:5](=[O:11])[O:6][C:7]([CH3:8])([CH3:9])[CH3:10]. The yield is 0.830. (3) The reactants are [N:1]1([CH2:8][CH2:9][O:10][C:11]2[CH:16]=[CH:15][C:14]([C:17]([C:19]3[C:28]4[C:23](=[CH:24][C:25]([O:29]C)=[CH:26][CH:27]=4)[CH:22]=[CH:21][C:20]=3[C:31]3[CH:36]=[C:35]([F:37])[CH:34]=[C:33]([F:38])[C:32]=3[F:39])=[O:18])=[CH:13][CH:12]=2)[CH2:7][CH2:6][CH2:5][CH2:4][CH2:3][CH2:2]1.B(Br)(Br)Br.C(=O)(O)[O-].[Na+].C(Cl)(Cl)Cl.C(O)(C)C. The catalyst is C(Cl)Cl. The product is [N:1]1([CH2:8][CH2:9][O:10][C:11]2[CH:16]=[CH:15][C:14]([C:17]([C:19]3[C:28]4[C:23](=[CH:24][C:25]([OH:29])=[CH:26][CH:27]=4)[CH:22]=[CH:21][C:20]=3[C:31]3[CH:36]=[C:35]([F:37])[CH:34]=[C:33]([F:38])[C:32]=3[F:39])=[O:18])=[CH:13][CH:12]=2)[CH2:7][CH2:6][CH2:5][CH2:4][CH2:3][CH2:2]1. The yield is 0.950. (4) The reactants are C[O:2][C:3](=[O:23])[CH:4]([C:13]1[CH:18]=[CH:17][C:16]([S:19]([CH3:22])(=[O:21])=[O:20])=[CH:15][CH:14]=1)[CH2:5][C:6]1[CH:11]=[CH:10][CH:9]=[C:8]([F:12])[CH:7]=1.[OH-].[Na+].CCOCC. The catalyst is C(O)C.[OH-].[K+]. The product is [F:12][C:8]1[CH:7]=[C:6]([CH2:5][CH:4]([C:13]2[CH:18]=[CH:17][C:16]([S:19]([CH3:22])(=[O:21])=[O:20])=[CH:15][CH:14]=2)[C:3]([OH:23])=[O:2])[CH:11]=[CH:10][CH:9]=1. The yield is 0.900. (5) The reactants are [N:1]1[CH:6]=[CH:5][CH:4]=[CH:3][C:2]=1[CH2:7][N:8]1[C:16]2[C:11](=[CH:12][C:13]([NH:17][C:18]3[C:27]4[C:22](=[CH:23][CH:24]=[CH:25][C:26]=4[O:28][C@H:29]([CH3:34])[C:30](OC)=[O:31])[N:21]=[CH:20][N:19]=3)=[CH:14][CH:15]=2)[CH:10]=[N:9]1.[CH2:35]([CH2:37][NH2:38])[OH:36]. No catalyst specified. The product is [OH:36][CH2:35][CH2:37][NH:38][C:30](=[O:31])[C@H:29]([O:28][C:26]1[CH:25]=[CH:24][CH:23]=[C:22]2[C:27]=1[C:18]([NH:17][C:13]1[CH:12]=[C:11]3[C:16](=[CH:15][CH:14]=1)[N:8]([CH2:7][C:2]1[CH:3]=[CH:4][CH:5]=[CH:6][N:1]=1)[N:9]=[CH:10]3)=[N:19][CH:20]=[N:21]2)[CH3:34]. The yield is 0.620.